From a dataset of Full USPTO retrosynthesis dataset with 1.9M reactions from patents (1976-2016). Predict the reactants needed to synthesize the given product. Given the product [NH2:1][C:2]1[CH:10]=[CH:9][CH:8]=[C:7]([Br:11])[C:3]=1[C:4]([NH:17][CH3:15])=[O:5], predict the reactants needed to synthesize it. The reactants are: [NH2:1][C:2]1[CH:10]=[CH:9][CH:8]=[C:7]([Br:11])[C:3]=1[C:4](O)=[O:5].Cl.CN.[CH2:15]([N:17](CC)CC)C.Cl.CN(C)CCCN=C=NCC.ON1C2C=CC=CC=2N=N1.